Task: Predict the reaction yield, written as a fraction of the theoretical maximum amount of product (1.0 means a 100% yield; for example, 0.34 means a 34% yield).. Dataset: Reaction yield outcomes from USPTO patents with 853,638 reactions (1) The reactants are [C:1]([C:5]1O[N:8]=[C:7]([NH:10][C:11]([NH:13][C:14]2[CH:19]=[CH:18][C:17](SC3C=CN=CC=3)=[CH:16][CH:15]=2)=[O:12])[CH:6]=1)([CH3:4])([CH3:3])[CH3:2].[C:27]([C:31]1[O:35]N=[C:33]([N:36]=[C:37]=O)[CH:32]=1)(C)(C)C.[N:39]1C=CC(SC2C=CC(N)=CC=2)=CC=1.N1C=CC=CC=1. The catalyst is CCOC(C)=O.C1COCC1. The product is [C:1]([C:5]1[CH:6]=[C:7]([NH:10][C:11]([NH:13][C:14]2[CH:15]=[CH:16][C:17]([O:35][C:31]3[CH:27]=[CH:37][N:36]=[CH:33][CH:32]=3)=[CH:18][CH:19]=2)=[O:12])[NH:8][N:39]=1)([CH3:2])([CH3:3])[CH3:4]. The yield is 0.900. (2) The reactants are [OH-].[Na+].C[O:4][C:5](=[O:44])[CH2:6][C@H:7]1[CH2:12][CH2:11][C@H:10]([C:13]2[CH:18]=[CH:17][C:16]([NH:19][C:20](=[O:43])[CH2:21][CH2:22][NH:23][C:24]([C:26]3[N:27]=[C:28]([C:35]4[CH:40]=[CH:39][C:38]([Cl:41])=[CH:37][C:36]=4[Cl:42])[O:29][C:30]=3[C:31]([F:34])([F:33])[F:32])=[O:25])=[CH:15][CH:14]=2)[CH2:9][CH2:8]1. The catalyst is C1COCC1.CO.O. The product is [Cl:42][C:36]1[CH:37]=[C:38]([Cl:41])[CH:39]=[CH:40][C:35]=1[C:28]1[O:29][C:30]([C:31]([F:33])([F:34])[F:32])=[C:26]([C:24]([NH:23][CH2:22][CH2:21][C:20]([NH:19][C:16]2[CH:17]=[CH:18][C:13]([C@H:10]3[CH2:9][CH2:8][C@H:7]([CH2:6][C:5]([OH:44])=[O:4])[CH2:12][CH2:11]3)=[CH:14][CH:15]=2)=[O:43])=[O:25])[N:27]=1. The yield is 0.970. (3) The reactants are [C:1]([C:4]1[N:9]=[N:8][C:7]([NH:10][C@@H:11]2[CH2:16][CH2:15][CH2:14][CH2:13][C@@H:12]2[NH:17]C(=O)OC(C)(C)C)=[CH:6][C:5]=1[NH:25][C:26]1[C:34]2[N:33]=[CH:32][N:31]([CH3:35])[C:30]=2[CH:29]=[CH:28][CH:27]=1)(=[O:3])[NH2:2].C(O)(C(F)(F)F)=O. The catalyst is C(Cl)Cl. The product is [NH2:17][C@H:12]1[CH2:13][CH2:14][CH2:15][CH2:16][C@H:11]1[NH:10][C:7]1[N:8]=[N:9][C:4]([C:1]([NH2:2])=[O:3])=[C:5]([NH:25][C:26]2[C:34]3[N:33]=[CH:32][N:31]([CH3:35])[C:30]=3[CH:29]=[CH:28][CH:27]=2)[CH:6]=1. The yield is 0.670. (4) The reactants are [F:1][C:2]1[C:7](F)=[CH:6][CH:5]=[C:4]([N+:9]([O-:11])=[O:10])[C:3]=1[CH2:12][CH2:13][OH:14].[C:15]([NH2:19])([CH3:18])([CH3:17])[CH3:16].CS(C)=O.C1(C)C=CC=CC=1. The catalyst is O. The product is [C:15]([NH:19][C:7]1[C:2]([F:1])=[C:3]([CH2:12][CH2:13][OH:14])[C:4]([N+:9]([O-:11])=[O:10])=[CH:5][CH:6]=1)([CH3:18])([CH3:17])[CH3:16]. The yield is 0.620. (5) The reactants are [CH:1]([C:4]1[CH:17]=[CH:16][C:7]([C:8]([CH:10]2[CH2:15][CH2:14][NH:13][CH2:12][CH2:11]2)=[O:9])=[CH:6][CH:5]=1)([CH3:3])[CH3:2].C(=O)([O-])[O-].[K+].[K+].[CH2:24](Br)[C:25]1[CH:30]=[CH:29][CH:28]=[CH:27][CH:26]=1.O. The catalyst is CN(C)C=O. The product is [CH2:24]([N:13]1[CH2:14][CH2:15][CH:10]([C:8](=[O:9])[C:7]2[CH:16]=[CH:17][C:4]([CH:1]([CH3:3])[CH3:2])=[CH:5][CH:6]=2)[CH2:11][CH2:12]1)[C:25]1[CH:30]=[CH:29][CH:28]=[CH:27][CH:26]=1. The yield is 0.660. (6) The reactants are [O:1]1[C:5]2[CH:6]=[CH:7][C:8]([CH2:10][CH2:11][NH2:12])=[CH:9][C:4]=2[O:3][CH2:2]1.[Cl:13][C:14]1[CH:15]=[C:16]2[C:21](=[CH:22][C:23]=1[O:24][C:25]1[CH:33]=[CH:32][C:28]([C:29](O)=[O:30])=[CH:27][CH:26]=1)[O:20][CH2:19][CH2:18][CH:17]2[C:34]([O:36][CH2:37][CH3:38])=[O:35].Cl.CN(C)CCCN=C=NCC.ON1C2N=CC=CC=2N=N1. The catalyst is CN(C=O)C. The product is [O:1]1[C:5]2[CH:6]=[CH:7][C:8]([CH2:10][CH2:11][NH:12][C:29]([C:28]3[CH:27]=[CH:26][C:25]([O:24][C:23]4[CH:22]=[C:21]5[C:16]([CH:17]([C:34]([O:36][CH2:37][CH3:38])=[O:35])[CH2:18][CH2:19][O:20]5)=[CH:15][C:14]=4[Cl:13])=[CH:33][CH:32]=3)=[O:30])=[CH:9][C:4]=2[O:3][CH2:2]1. The yield is 0.935. (7) The reactants are [F:1][C:2]1[C:3]([NH:20][C:21]2[CH:26]=[CH:25][C:24]([I:27])=[CH:23][C:22]=2[F:28])=[C:4]([CH:12]=[C:13](/[CH:16]=[N:17]/[O:18][CH3:19])[C:14]=1[F:15])[C:5]([NH:7][O:8][CH2:9][CH2:10][OH:11])=[O:6].ClC(Cl)C(O)=O. The product is [F:1][C:2]1[C:3]([NH:20][C:21]2[CH:26]=[CH:25][C:24]([I:27])=[CH:23][C:22]=2[F:28])=[C:4]([CH:12]=[C:13]([CH2:16][NH:17][O:18][CH3:19])[C:14]=1[F:15])[C:5]([NH:7][O:8][CH2:9][CH2:10][OH:11])=[O:6]. The yield is 0.810. No catalyst specified.